From a dataset of Full USPTO retrosynthesis dataset with 1.9M reactions from patents (1976-2016). Predict the reactants needed to synthesize the given product. (1) Given the product [Cl:2][C:3]1[CH:4]=[C:5]([NH:17][C:18]2[C:27]3[C:22](=[CH:23][CH:24]=[CH:25][C:26]=3[O:28][CH2:29][C:30]([N:42]3[CH2:47][CH2:46][O:45][CH2:44][CH2:43]3)=[O:31])[N:21]=[CH:20][N:19]=2)[CH:6]=[CH:7][C:8]=1[O:9][CH2:10][C:11]1[CH:16]=[CH:15][CH:14]=[CH:13][N:12]=1, predict the reactants needed to synthesize it. The reactants are: [Na+].[Cl:2][C:3]1[CH:4]=[C:5]([NH:17][C:18]2[C:27]3[C:22](=[CH:23][CH:24]=[CH:25][C:26]=3[O:28][CH2:29][C:30]([O-])=[O:31])[N:21]=[CH:20][N:19]=2)[CH:6]=[CH:7][C:8]=1[O:9][CH2:10][C:11]1[CH:16]=[CH:15][CH:14]=[CH:13][N:12]=1.C(N(C(C)C)CC)(C)C.[NH:42]1[CH2:47][CH2:46][O:45][CH2:44][CH2:43]1.CN(C(ON1N=NC2C=CC=NC1=2)=[N+](C)C)C.F[P-](F)(F)(F)(F)F. (2) Given the product [CH2:16]([C:18]1[C:22]2=[N:23][C:24]([C:27]([F:29])([F:30])[F:28])=[CH:25][CH:26]=[C:21]2[N:20]([NH:31][C:8]([C:7]2[C:2]([CH3:1])=[N:3][C:4]([C:11]3[S:12][CH:13]=[CH:14][N:15]=3)=[N:5][CH:6]=2)=[O:10])[CH:19]=1)[CH3:17], predict the reactants needed to synthesize it. The reactants are: [CH3:1][C:2]1[C:7]([C:8]([OH:10])=O)=[CH:6][N:5]=[C:4]([C:11]2[S:12][CH:13]=[CH:14][N:15]=2)[N:3]=1.[CH2:16]([C:18]1[C:22]2=[N:23][C:24]([C:27]([F:30])([F:29])[F:28])=[CH:25][CH:26]=[C:21]2[N:20]([NH2:31])[CH:19]=1)[CH3:17].C[N+]1(C2N=C(OC)N=C(OC)N=2)CCOCC1.[Cl-]. (3) Given the product [C:35]1([C:25]2[N:24]=[C:23]([C:19]3[CH:20]=[CH:21][CH:22]=[CH:17][CH:18]=3)[N:28]=[C:27]([C:29]3[CH:34]=[C:33]([N:6]4[C:7](=[O:15])[C:8]5[C:13](=[CH:12][CH:11]=[CH:10][CH:9]=5)[C:14]5[CH:1]=[CH:2][CH:3]=[CH:4][C:5]4=5)[CH:32]=[CH:31][CH:30]=3)[N:26]=2)[CH:40]=[CH:39][CH:38]=[CH:37][CH:36]=1, predict the reactants needed to synthesize it. The reactants are: [CH:1]1[C:14]2[C:13]3[C:8](=[CH:9][CH:10]=[CH:11][CH:12]=3)[C:7](=[O:15])[NH:6][C:5]=2[CH:4]=[CH:3][CH:2]=1.Br[C:17]1[CH:18]=[C:19]([C:23]2[N:28]=[C:27]([C:29]3[CH:34]=[CH:33][CH:32]=[CH:31][CH:30]=3)[N:26]=[C:25]([C:35]3[CH:40]=[CH:39][CH:38]=[CH:37][CH:36]=3)[N:24]=2)[CH:20]=[CH:21][CH:22]=1.N1C=CC=CC=1C(=O)CC(C1C=CC=CN=1)=O.C(=O)([O-])[O-].[K+].[K+]. (4) The reactants are: [Br:1][C:2]1[CH:3]=[CH:4][C:5]([Cl:11])=[C:6]([CH:10]=1)C(O)=O.C1(P(N=[N+]=[N-])(C2C=CC=CC=2)=[O:19])C=CC=CC=1.CC[N:31]([CH2:34]C)CC.[C:36]([OH:40])([CH3:39])([CH3:38])[CH3:37]. Given the product [C:36]([O:40][C:34](=[O:19])[NH:31][C:6]1[CH:10]=[C:2]([Br:1])[CH:3]=[CH:4][C:5]=1[Cl:11])([CH3:39])([CH3:38])[CH3:37], predict the reactants needed to synthesize it. (5) Given the product [NH2:36][C:31]1[CH:32]=[CH:33][CH:34]=[CH:35][C:30]=1[NH:37][C:13]([C:10]1[C:11]([CH3:12])=[C:5]2[C:4]([NH:16][C:17]3[CH:18]=[CH:19][C:20]([O:23][C:24]4[CH:25]=[CH:26][CH:27]=[CH:28][CH:29]=4)=[CH:21][CH:22]=3)=[C:3]([C:1]#[N:2])[CH:8]=[N:7][N:6]2[CH:9]=1)=[O:14], predict the reactants needed to synthesize it. The reactants are: [C:1]([C:3]1[CH:8]=[N:7][N:6]2[CH:9]=[C:10]([C:13](O)=[O:14])[C:11]([CH3:12])=[C:5]2[C:4]=1[NH:16][C:17]1[CH:22]=[CH:21][C:20]([O:23][C:24]2[CH:29]=[CH:28][CH:27]=[CH:26][CH:25]=2)=[CH:19][CH:18]=1)#[N:2].[C:30]1([NH2:37])[CH:35]=[CH:34][CH:33]=[CH:32][C:31]=1[NH2:36].C1CN([P+](ON2N=NC3C=CC=CC2=3)(N2CCCC2)N2CCCC2)CC1.F[P-](F)(F)(F)(F)F.CCN(C(C)C)C(C)C. (6) Given the product [Cl:1][C:2]1[N:7]=[C:6]([N:20]2[CH2:21][CH2:22][C:17]([F:23])([F:16])[CH2:18][CH2:19]2)[CH:5]=[C:4]([CH2:9][O:10][CH2:11][C:12]([F:15])([F:14])[F:13])[N:3]=1, predict the reactants needed to synthesize it. The reactants are: [Cl:1][C:2]1[N:7]=[C:6](Cl)[CH:5]=[C:4]([CH2:9][O:10][CH2:11][C:12]([F:15])([F:14])[F:13])[N:3]=1.[F:16][C:17]1([F:23])[CH2:22][CH2:21][NH:20][CH2:19][CH2:18]1.C[O-].[Na+].O. (7) Given the product [CH2:23]([N:13]([CH:14]1[CH2:18][CH2:17][CH2:16][CH2:15]1)[C:4]1[C:5]([CH3:12])=[C:6]([CH:11]=[C:2]([Cl:1])[CH:3]=1)[C:7]([O:9][CH3:10])=[O:8])[CH:22]=[CH2:21], predict the reactants needed to synthesize it. The reactants are: [Cl:1][C:2]1[CH:3]=[C:4]([NH:13][CH:14]2[CH2:18][CH2:17][CH2:16][CH2:15]2)[C:5]([CH3:12])=[C:6]([CH:11]=1)[C:7]([O:9][CH3:10])=[O:8].[H-].[Na+].[CH2:21](Br)[CH:22]=[CH2:23].